Task: Predict the reaction yield, written as a fraction of the theoretical maximum amount of product (1.0 means a 100% yield; for example, 0.34 means a 34% yield).. Dataset: Reaction yield outcomes from USPTO patents with 853,638 reactions (1) The reactants are [NH2:1][CH:2]1[CH2:7][CH2:6][CH:5]([C:8]([OH:10])=[O:9])[CH2:4][CH2:3]1.N1C2C(=NC=CC=2)N([N:20]2[C:24](/[CH:25]=[C:26]3\[C:27](=[O:36])[NH:28][C:29]4[C:34]\3=[CH:33][C:32]([F:35])=[CH:31][CH:30]=4)=[C:23]([CH3:37])[C:22]([C:38]([O-])=[O:39])=[C:21]2[CH3:41])N=1.CCN(C(C)C)C(C)C. The catalyst is CN(C=O)C. The product is [F:35][C:32]1[CH:33]=[C:34]2[C:29](=[CH:30][CH:31]=1)[NH:28][C:27](=[O:36])/[C:26]/2=[CH:25]\[C:24]1[NH:20][C:21]([CH3:41])=[C:22]([C:38]([NH:1][CH:2]2[CH2:7][CH2:6][CH:5]([C:8]([OH:10])=[O:9])[CH2:4][CH2:3]2)=[O:39])[C:23]=1[CH3:37]. The yield is 0.885. (2) The reactants are Cl.Cl.[NH2:3][CH2:4][CH2:5][S:6][S:7][CH2:8][CH2:9][NH2:10].C(N(CC)CC)C.[CH3:18][C:19]([O:22][C:23](O[C:23]([O:22][C:19]([CH3:21])([CH3:20])[CH3:18])=[O:24])=[O:24])([CH3:21])[CH3:20]. The catalyst is CO. The product is [NH2:3][CH2:4][CH2:5][S:6][S:7][CH2:8][CH2:9][NH:10][C:23](=[O:24])[O:22][C:19]([CH3:21])([CH3:20])[CH3:18]. The yield is 0.440. (3) The reactants are [NH:1]1[CH2:6][CH2:5][CH:4]([OH:7])[CH2:3][CH2:2]1.CCN(C(C)C)C(C)C.[Br:17][C:18]1[CH:23]=[CH:22][C:21]([S:24](Cl)(=[O:26])=[O:25])=[CH:20][CH:19]=1. The catalyst is C(Cl)Cl. The product is [Br:17][C:18]1[CH:23]=[CH:22][C:21]([S:24]([N:1]2[CH2:6][CH2:5][CH:4]([OH:7])[CH2:3][CH2:2]2)(=[O:26])=[O:25])=[CH:20][CH:19]=1. The yield is 0.980. (4) The reactants are [CH2:1]([CH:8]([C:12](=[O:14])[CH3:13])[C:9](=[O:11])[CH3:10])[C:2]1[CH:7]=[CH:6][CH:5]=[CH:4][CH:3]=1.[OH:15][C:16]1[CH:23]=[CH:22][C:19]([CH:20]=O)=[CH:18][C:17]=1[O:24][CH3:25].B([O:27][CH2:28][CH2:29][CH2:30]C)([O:27][CH2:28][CH2:29][CH2:30]C)[O:27][CH2:28][CH2:29][CH2:30]C.[CH2:42](N)[CH2:43][CH2:44][CH3:45].Cl.[C:48](OCC)(=[O:50])C. No catalyst specified. The product is [CH2:1]([CH:8]([C:9](=[O:11])[CH:10]=[CH:45][C:44]1[CH:30]=[CH:29][C:28]([OH:27])=[C:42]([O:50][CH3:48])[CH:43]=1)[C:12](=[O:14])[CH:13]=[CH:20][C:19]1[CH:22]=[CH:23][C:16]([OH:15])=[C:17]([O:24][CH3:25])[CH:18]=1)[C:2]1[CH:7]=[CH:6][CH:5]=[CH:4][CH:3]=1. The yield is 0.590. (5) The reactants are [OH:1][C:2]1[CH:3]=[C:4]([CH:7]=[CH:8][CH:9]=1)[CH:5]=O.[CH3:10][C:11]([CH3:13])=[O:12].[OH-:14].[Na+].Cl. The catalyst is C(O)C.O. The product is [OH:1][C:2]1[CH:3]=[C:4]([CH:5]=[CH:7][C:8](=[O:14])[CH:9]=[CH:2][C:3]2[CH:4]=[CH:5][CH:13]=[C:11]([OH:12])[CH:10]=2)[CH:7]=[CH:8][CH:9]=1. The yield is 0.190. (6) The reactants are [C:1]([CH:3]1[CH2:8][CH2:7][N:6]([CH2:9][C:10]2([C:16]([O:18][C:19]([CH3:22])([CH3:21])[CH3:20])=[O:17])[CH2:15][CH2:14][O:13][CH2:12][CH2:11]2)[CH2:5][CH2:4]1)#[N:2]. The catalyst is CO.[Ni]. The product is [C:19]([O:18][C:16]([C:10]1([CH2:9][N:6]2[CH2:7][CH2:8][CH:3]([CH2:1][NH2:2])[CH2:4][CH2:5]2)[CH2:15][CH2:14][O:13][CH2:12][CH2:11]1)=[O:17])([CH3:22])([CH3:21])[CH3:20]. The yield is 0.980. (7) The reactants are [H][H].[C:3]([N:6]1[C:15]2[C:10](=[C:11]([O:29][CH2:30][CH2:31][CH3:32])[C:12]([C:16]3[CH2:21][CH2:20][N:19]([C:22]([O:24][C:25]([CH3:28])([CH3:27])[CH3:26])=[O:23])[CH2:18][CH:17]=3)=[CH:13][CH:14]=2)[CH2:9][CH2:8][C@@H:7]1[CH3:33])(=[O:5])[CH3:4]. The catalyst is CO.[OH-].[OH-].[Pd+2]. The product is [C:3]([N:6]1[C:15]2[C:10](=[C:11]([O:29][CH2:30][CH2:31][CH3:32])[C:12]([CH:16]3[CH2:21][CH2:20][N:19]([C:22]([O:24][C:25]([CH3:27])([CH3:26])[CH3:28])=[O:23])[CH2:18][CH2:17]3)=[CH:13][CH:14]=2)[CH2:9][CH2:8][C@@H:7]1[CH3:33])(=[O:5])[CH3:4]. The yield is 1.00.